The task is: Predict the reactants needed to synthesize the given product.. This data is from Full USPTO retrosynthesis dataset with 1.9M reactions from patents (1976-2016). (1) Given the product [F:5][C:4]([F:7])([F:6])[C:3]([C:9]1[CH:38]=[CH:37][C:12]([O:13][C:14]2[CH:15]=[C:16]([CH:34]=[CH:35][CH:36]=2)[CH2:17][N:18]2[C:22](=[O:23])[C:21]([CH3:32])([C:24]3[CH:25]=[N:26][C:27]([S:30]([CH3:31])(=[O:48])=[O:46])=[CH:28][CH:29]=3)[NH:20][C:19]2=[O:33])=[C:11]([CH2:39][CH2:40][CH3:41])[CH:10]=1)([OH:8])[C:2]([F:1])([F:42])[F:43], predict the reactants needed to synthesize it. The reactants are: [F:1][C:2]([F:43])([F:42])[C:3]([C:9]1[CH:38]=[CH:37][C:12]([O:13][C:14]2[CH:15]=[C:16]([CH:34]=[CH:35][CH:36]=2)[CH2:17][N:18]2[C:22](=[O:23])[C:21]([CH3:32])([C:24]3[CH:25]=[N:26][C:27]([S:30][CH3:31])=[CH:28][CH:29]=3)[NH:20][C:19]2=[O:33])=[C:11]([CH2:39][CH2:40][CH3:41])[CH:10]=1)([OH:8])[C:4]([F:7])([F:6])[F:5].OO.[OH2:46].C[OH:48]. (2) Given the product [ClH:27].[CH:1]1([C:8]([O:10][CH2:11][CH2:12][NH2:13])=[O:9])[CH2:7][CH2:6][CH2:5][CH2:4][CH2:3][CH2:2]1, predict the reactants needed to synthesize it. The reactants are: [CH:1]1([C:8]([O:10][CH2:11][CH2:12][NH:13]C(OC(C)(C)C)=O)=[O:9])[CH2:7][CH2:6][CH2:5][CH2:4][CH2:3][CH2:2]1.O1CCOCC1.[ClH:27]. (3) Given the product [Cl:17][C:2]1[NH:6][C:5]2[CH:7]=[CH:8][CH:9]=[C:10]([C:11]([O:13][CH3:14])=[O:12])[C:4]=2[N:3]=1, predict the reactants needed to synthesize it. The reactants are: O=[C:2]1[NH:6][C:5]2[CH:7]=[CH:8][CH:9]=[C:10]([C:11]([O:13][CH3:14])=[O:12])[C:4]=2[NH:3]1.P(Cl)(Cl)([Cl:17])=O. (4) Given the product [CH3:29][NH:36][CH:37]([CH3:38])[C:6]([NH:7][CH:8]1[CH2:12][CH2:11][N:10]([CH2:13][C:14](=[O:26])[NH:15][CH:16]2[C:17]3[C:18](=[CH:19][CH:20]=[CH:21][CH:22]=3)[CH2:23][CH2:24][CH2:25]2)[C:9]1=[O:27])=[O:28], predict the reactants needed to synthesize it. The reactants are: C(O[C:6](=[O:28])[NH:7][CH:8]1[CH2:12][CH2:11][N:10]([CH2:13][C:14](=[O:26])[NH:15][CH:16]2[CH2:25][CH2:24][C:23]3[C:18](=[CH:19][CH:20]=[CH:21][CH:22]=3)[CH2:17]2)[C:9]1=[O:27])(C)(C)C.[C:29]([N:36](C)[C@H:37](C(O)=O)[CH3:38])(OC(C)(C)C)=O.C1C=CC2N(O)N=NC=2C=1.CCN=C=NCCCN(C)C.CCN(C(C)C)C(C)C. (5) Given the product [NH2:11][C:12]1[C:20]2[C:15](=[CH:16][CH:17]=[CH:18][C:19]=2[F:21])[C:14]([C:29]2[CH:30]=[C:31]([CH3:38])[C:32](=[O:37])[N:33]([CH2:35][CH3:36])[CH:34]=2)([C:22]2[CH:27]=[CH:26][CH:25]=[C:24]([C:4]3[CH:5]=[N:6][CH:7]=[C:2]([F:1])[CH:3]=3)[CH:23]=2)[N:13]=1, predict the reactants needed to synthesize it. The reactants are: [F:1][C:2]1[CH:3]=[C:4](B(O)O)[CH:5]=[N:6][CH:7]=1.[NH2:11][C:12]1[C:20]2[C:15](=[CH:16][CH:17]=[CH:18][C:19]=2[F:21])[C:14]([C:29]2[CH:30]=[C:31]([CH3:38])[C:32](=[O:37])[N:33]([CH2:35][CH3:36])[CH:34]=2)([C:22]2[CH:27]=[CH:26][CH:25]=[C:24](Br)[CH:23]=2)[N:13]=1. (6) Given the product [CH:22]([N:25]1[CH2:30][CH2:29][CH:28]([O:21][C:18]2[CH:17]=[CH:16][C:15]([C:9]3([CH2:8][N:5]4[CH2:4][CH2:3][N:2]([CH3:1])[CH2:7][CH2:6]4)[CH2:10][CH2:11][O:12][CH2:13][CH2:14]3)=[CH:20][CH:19]=2)[CH2:27][CH2:26]1)([CH3:24])[CH3:23], predict the reactants needed to synthesize it. The reactants are: [CH3:1][N:2]1[CH2:7][CH2:6][N:5]([CH2:8][C:9]2([C:15]3[CH:20]=[CH:19][C:18]([OH:21])=[CH:17][CH:16]=3)[CH2:14][CH2:13][O:12][CH2:11][CH2:10]2)[CH2:4][CH2:3]1.[CH:22]([N:25]1[CH2:30][CH2:29][CH:28](O)[CH2:27][CH2:26]1)([CH3:24])[CH3:23].C1C=CC(P(C2C=CC=CC=2)C2C=CC=CC=2)=CC=1.CC(OC(/N=N/C(OC(C)C)=O)=O)C.